This data is from Catalyst prediction with 721,799 reactions and 888 catalyst types from USPTO. The task is: Predict which catalyst facilitates the given reaction. Reactant: [CH3:1][O:2][C:3](=[O:51])[CH:4]([NH:35][C:36](=[O:50])[CH:37]([CH2:45][S:46][C:47](=[O:49])[CH3:48])[CH2:38][C:39]1[CH:44]=[CH:43][CH:42]=[CH:41][CH:40]=1)[CH2:5][C:6]1[CH:11]=[CH:10][C:9]([NH:12][C:13](=[O:34])[CH2:14][CH2:15][CH:16]([NH:26]C(OC(C)(C)C)=O)[C:17]([N:19]2[CH2:23][CH2:22][CH2:21][CH:20]2[C:24]#[N:25])=[O:18])=[CH:8][CH:7]=1.O. Product: [CH3:1][O:2][C:3](=[O:51])[CH:4]([NH:35][C:36](=[O:50])[CH:37]([CH2:45][S:46][C:47](=[O:49])[CH3:48])[CH2:38][C:39]1[CH:40]=[CH:41][CH:42]=[CH:43][CH:44]=1)[CH2:5][C:6]1[CH:11]=[CH:10][C:9]([NH:12][C:13](=[O:34])[CH2:14][CH2:15][CH:16]([NH2:26])[C:17]([N:19]2[CH2:23][CH2:22][CH2:21][CH:20]2[C:24]#[N:25])=[O:18])=[CH:8][CH:7]=1. The catalyst class is: 55.